From a dataset of Reaction yield outcomes from USPTO patents with 853,638 reactions. Predict the reaction yield, written as a fraction of the theoretical maximum amount of product (1.0 means a 100% yield; for example, 0.34 means a 34% yield). (1) The product is [C:21]1([C:2]2[CH:3]=[CH:4][C:5]([N:8]3[CH2:13][CH2:12][N:11]([C:14]([O:16][C:17]([CH3:20])([CH3:19])[CH3:18])=[O:15])[CH2:10][CH2:9]3)=[N:6][CH:7]=2)[CH:26]=[CH:25][CH:24]=[CH:23][CH:22]=1. The catalyst is C1C=CC([P]([Pd]([P](C2C=CC=CC=2)(C2C=CC=CC=2)C2C=CC=CC=2)([P](C2C=CC=CC=2)(C2C=CC=CC=2)C2C=CC=CC=2)[P](C2C=CC=CC=2)(C2C=CC=CC=2)C2C=CC=CC=2)(C2C=CC=CC=2)C2C=CC=CC=2)=CC=1.C1(C)C=CC=CC=1. The reactants are Br[C:2]1[CH:3]=[CH:4][C:5]([N:8]2[CH2:13][CH2:12][N:11]([C:14]([O:16][C:17]([CH3:20])([CH3:19])[CH3:18])=[O:15])[CH2:10][CH2:9]2)=[N:6][CH:7]=1.[C:21]1(B(O)O)[CH:26]=[CH:25][CH:24]=[CH:23][CH:22]=1.C(O)C.C(=O)([O-])[O-].[Na+].[Na+]. The yield is 0.807. (2) The reactants are [Cl:1][C:2]1[CH:3]=[CH:4][C:5]([OH:18])=[C:6]2[C:11]=1[NH:10][C:9](=[O:12])[NH:8][C:7]12[CH2:17][CH2:16][CH2:15][CH2:14][CH2:13]1.C(=O)([O-])[O-].[Cs+].[Cs+].F[C:26]1[C:33]([F:34])=[CH:32][CH:31]=[CH:30][C:27]=1[C:28]#[N:29].O. The catalyst is CN(C=O)C. The product is [Cl:1][C:2]1[CH:3]=[CH:4][C:5]([O:18][C:26]2[C:33]([F:34])=[CH:32][CH:31]=[CH:30][C:27]=2[C:28]#[N:29])=[C:6]2[C:11]=1[NH:10][C:9](=[O:12])[NH:8][C:7]12[CH2:17][CH2:16][CH2:15][CH2:14][CH2:13]1. The yield is 0.990. (3) No catalyst specified. The reactants are [NH2:1][C:2]1[CH:10]=[CH:9][C:5]([C:6]([OH:8])=[O:7])=[CH:4][N:3]=1.Cl.[CH3:12]O. The yield is 0.970. The product is [CH3:12][O:7][C:6](=[O:8])[C:5]1[CH:9]=[CH:10][C:2]([NH2:1])=[N:3][CH:4]=1. (4) The reactants are [C:1]([O:5][C:6](=[O:17])[NH:7][CH2:8][C:9]1[CH:14]=[CH:13][C:12]([CH:15]=[O:16])=[CH:11][CH:10]=1)([CH3:4])([CH3:3])[CH3:2].[P:18]([O-:25])([O:22][CH2:23][CH3:24])[O:19][CH2:20][CH3:21].C(N(CC)CC)C. The catalyst is C1C=CC=CC=1. The product is [CH2:20]([O:19][P:18]([CH:15]([C:12]1[CH:11]=[CH:10][C:9]([CH2:8][NH:7][C:6]([O:5][C:1]([CH3:4])([CH3:2])[CH3:3])=[O:17])=[CH:14][CH:13]=1)[OH:16])(=[O:25])[O:22][CH2:23][CH3:24])[CH3:21]. The yield is 0.830.